Dataset: Full USPTO retrosynthesis dataset with 1.9M reactions from patents (1976-2016). Task: Predict the reactants needed to synthesize the given product. (1) Given the product [CH:1]1([CH2:4][O:5][C:6]2[CH:7]=[CH:8][C:9]3[O:13][C:12]([N:14]4[CH2:19][CH2:18][CH:17]([O:20][CH2:21][C@@H:22]([NH:24][C:25](=[O:26])[CH3:34])[CH3:23])[CH2:16][CH2:15]4)=[N:11][C:10]=3[CH:32]=2)[CH2:3][CH2:2]1, predict the reactants needed to synthesize it. The reactants are: [CH:1]1([CH2:4][O:5][C:6]2[CH:7]=[CH:8][C:9]3[O:13][C:12]([N:14]4[CH2:19][CH2:18][CH:17]([O:20][CH2:21][C@@H:22]([NH:24][C:25](=O)[O:26]C(C)(C)C)[CH3:23])[CH2:16][CH2:15]4)=[N:11][C:10]=3[CH:32]=2)[CH2:3][CH2:2]1.Cl.[C:34](OCC)(=O)C. (2) The reactants are: Cl[C:2]1[CH:7]=[C:6]([C@H:8]2[O:12][C:11](=[O:13])[N:10]([CH2:14][C:15]3[CH:20]=[C:19]([C:21]([F:24])([F:23])[F:22])[CH:18]=[CH:17][C:16]=3[C:25]3[CH:26]=[C:27]([C:33]4[CH:38]=[CH:37][C:36]([C:39]([O:41][CH3:42])=[O:40])=[CH:35][C:34]=4[CH3:43])[CH:28]=[CH:29][C:30]=3[O:31][CH3:32])[C@H:9]2[CH3:44])[CH:5]=[CH:4][N:3]=1.[CH3:45]B1OB(C)OB(C)O1. Given the product [CH3:32][O:31][C:30]1[CH:29]=[CH:28][C:27]([C:33]2[CH:38]=[CH:37][C:36]([C:39]([O:41][CH3:42])=[O:40])=[CH:35][C:34]=2[CH3:43])=[CH:26][C:25]=1[C:16]1[CH:17]=[CH:18][C:19]([C:21]([F:24])([F:23])[F:22])=[CH:20][C:15]=1[CH2:14][N:10]1[C@@H:9]([CH3:44])[C@@H:8]([C:6]2[CH:5]=[CH:4][N:3]=[C:2]([CH3:45])[CH:7]=2)[O:12][C:11]1=[O:13], predict the reactants needed to synthesize it. (3) Given the product [ClH:27].[NH2:5][CH2:9][C:10]1[C:11](=[O:20])[NH:12][C:13]([CH:17]2[CH2:18][CH2:19]2)=[CH:14][C:15]=1[CH3:16], predict the reactants needed to synthesize it. The reactants are: CC([N:5]([CH2:9][C:10]1[C:11](=[O:20])[NH:12][C:13]([CH:17]2[CH2:19][CH2:18]2)=[CH:14][C:15]=1[CH3:16])C(=O)[O-])(C)C.CCOC(C)=O.[ClH:27].O1CCOCC1. (4) The reactants are: [Br-].[CH2:2]([P+](C1C=CC=CC=1)(C1C=CC=CC=1)C1C=CC=CC=1)[CH2:3][C:4]1[CH:9]=[CH:8][CH:7]=[CH:6][CH:5]=1.[Li]CCCC.[C:34]([CH:39]1[CH2:44][CH2:43][CH:42]([CH2:45][CH:46]=O)[CH2:41][CH2:40]1)([CH2:37][CH3:38])([CH3:36])[CH3:35]. Given the product [C:34]([CH:39]1[CH2:44][CH2:43][CH:42]([CH2:45][CH:46]=[CH:2][CH2:3][C:4]2[CH:5]=[CH:6][CH:7]=[CH:8][CH:9]=2)[CH2:41][CH2:40]1)([CH2:37][CH3:38])([CH3:36])[CH3:35], predict the reactants needed to synthesize it.